Task: Predict the reactants needed to synthesize the given product.. Dataset: Full USPTO retrosynthesis dataset with 1.9M reactions from patents (1976-2016) (1) Given the product [CH3:12][N:13]1[C:4](=[O:6])[C:3]2[C:2](=[C:10]([CH3:11])[CH:9]=[CH:8][CH:7]=2)[N:1]=[C:14]1[C:15]1[CH:20]=[CH:19][C:18]([O:21][CH2:22][CH2:31][CH2:30][N:29]2[CH2:33][CH2:27][CH2:26][CH2:25]2)=[CH:17][CH:16]=1, predict the reactants needed to synthesize it. The reactants are: [NH2:1][C:2]1[C:10]([CH3:11])=[CH:9][CH:8]=[CH:7][C:3]=1[C:4]([OH:6])=O.[CH3:12][NH2:13].[CH:14](=O)[C:15]1[CH:20]=[CH:19][C:18]([O:21][CH3:22])=[CH:17][CH:16]=1.Cl[CH2:25][CH2:26][CH2:27]Br.[NH:29]1[CH2:33]C[CH2:31][CH2:30]1. (2) Given the product [P:53]([OH:65])([OH:60])([O:55][CH2:56][N:20]1[CH:21]=[C:22]([C:25]2[CH:30]=[CH:29][C:28]([F:31])=[CH:27][CH:26]=2)[C:23](=[O:24])[C:18]([C:16](=[O:17])[NH:15][C:12]2[CH:13]=[CH:14][C:9]([O:8][C:7]3[CH:6]=[CH:5][N:4]=[C:3]([NH2:33])[C:2]=3[Cl:1])=[C:10]([F:32])[CH:11]=2)=[CH:19]1)=[O:54], predict the reactants needed to synthesize it. The reactants are: [Cl:1][C:2]1[C:3]([N:33]=C(C2C=CC=CC=2)C2C=CC=CC=2)=[N:4][CH:5]=[CH:6][C:7]=1[O:8][C:9]1[CH:14]=[CH:13][C:12]([NH:15][C:16]([C:18]2[C:23](=[O:24])[C:22]([C:25]3[CH:30]=[CH:29][C:28]([F:31])=[CH:27][CH:26]=3)=[CH:21][NH:20][CH:19]=2)=[O:17])=[CH:11][C:10]=1[F:32].C(=O)([O-])[O-].[K+].[K+].[P:53]([O:65]CCl)([O:60]C(C)(C)C)([O:55][C:56](C)(C)C)=[O:54].Cl. (3) Given the product [NH2:22][CH2:21][C:15]1[N:16]([CH2:17][CH:18]([CH3:20])[CH3:19])[C:12]2[C:11]3[N:10]=[CH:9][CH:8]=[CH:7][C:6]=3[N:5]=[C:4]([NH2:3])[C:13]=2[N:14]=1, predict the reactants needed to synthesize it. The reactants are: NN.[NH2:3][C:4]1[C:13]2[N:14]=[C:15]([CH2:21][N:22]3C(=O)C4C(=CC=CC=4)C3=O)[N:16]([CH2:17][CH:18]([CH3:20])[CH3:19])[C:12]=2[C:11]2[N:10]=[CH:9][CH:8]=[CH:7][C:6]=2[N:5]=1. (4) Given the product [CH3:1][N:2]1[C:7](=[O:8])[CH:6]=[C:5]([C:9]2[CH:14]=[CH:13][N:12]=[CH:11][N:10]=2)[N:4]=[C:3]1[O:15][CH:16]1[CH2:21][CH2:20][N:19]([C:22]2[CH:23]=[CH:24][C:25]([CH2:28][N:29]3[CH2:34][CH2:33][N:32]([CH3:37])[CH2:31][CH2:30]3)=[CH:26][CH:27]=2)[CH2:18][CH2:17]1, predict the reactants needed to synthesize it. The reactants are: [CH3:1][N:2]1[C:7](=[O:8])[CH:6]=[C:5]([C:9]2[CH:14]=[CH:13][N:12]=[CH:11][N:10]=2)[N:4]=[C:3]1[O:15][CH:16]1[CH2:21][CH2:20][N:19]([C:22]2[CH:27]=[CH:26][C:25]([CH2:28][N:29]3[CH2:34][CH2:33][NH:32][CH2:31][CH2:30]3)=[CH:24][CH:23]=2)[CH2:18][CH2:17]1.C=O.[C:37](O[BH-](OC(=O)C)OC(=O)C)(=O)C.[Na+].